From a dataset of Forward reaction prediction with 1.9M reactions from USPTO patents (1976-2016). Predict the product of the given reaction. (1) Given the reactants CC([CH:5]1[C:13]2[C:8](=[CH:9][CH:10]=[CH:11][CH:12]=2)[CH2:7][CH:6]1[N:14]([CH2:18][C:19]1[CH:24]=[CH:23][C:22]([O:25][C:26]2[C:31]([F:32])=[CH:30][C:29]([N+:33]([O-])=O)=[C:28]([NH2:36])[C:27]=2[F:37])=[CH:21][CH:20]=1)C(=O)[O-])(C)C, predict the reaction product. The product is: [NH2:36][C:28]1[C:27]([F:37])=[C:26]([O:25][C:22]2[CH:21]=[CH:20][C:19]([CH2:18][NH:14][CH:6]3[CH2:5][C:13]4[C:8](=[CH:9][CH:10]=[CH:11][CH:12]=4)[CH2:7]3)=[CH:24][CH:23]=2)[C:31]([F:32])=[CH:30][C:29]=1[NH2:33]. (2) Given the reactants [Cl:1][C:2]1[CH:32]=[CH:31][C:5]([CH2:6][N:7]2[C:15]3[C:14](=[O:16])[N:13]([CH3:17])[C:12](=[O:18])[NH:11][C:10]=3[N:9]=[C:8]2[O:19][C:20]2[CH:25]=[CH:24][CH:23]=[C:22]([O:26][C:27]([F:30])([F:29])[F:28])[CH:21]=2)=[CH:4][CH:3]=1.[Br:33][CH2:34][CH2:35]Br.C(=O)([O-])[O-].[K+].[K+], predict the reaction product. The product is: [Br:33][CH2:34][CH2:35][N:11]1[C:10]2[N:9]=[C:8]([O:19][C:20]3[CH:25]=[CH:24][CH:23]=[C:22]([O:26][C:27]([F:30])([F:28])[F:29])[CH:21]=3)[N:7]([CH2:6][C:5]3[CH:4]=[CH:3][C:2]([Cl:1])=[CH:32][CH:31]=3)[C:15]=2[C:14](=[O:16])[N:13]([CH3:17])[C:12]1=[O:18].